From a dataset of Full USPTO retrosynthesis dataset with 1.9M reactions from patents (1976-2016). Predict the reactants needed to synthesize the given product. The reactants are: [C:1]([O-:15])(=[O:14])[CH2:2][CH2:3][NH:4][C:5](=[O:13])[C@@H:6]([C:8]([CH2:11][OH:12])([CH3:10])[CH3:9])[OH:7].[OH-].[Ca+2:17].[OH-]. Given the product [C:1]([O-:15])(=[O:14])[CH2:2][CH2:3][NH:4][C:5](=[O:13])[C@H:6]([C:8]([CH2:11][OH:12])([CH3:10])[CH3:9])[OH:7].[Ca+2:17].[C:1]([O-:15])(=[O:14])[CH2:2][CH2:3][NH:4][C:5](=[O:13])[C@H:6]([C:8]([CH2:11][OH:12])([CH3:10])[CH3:9])[OH:7], predict the reactants needed to synthesize it.